The task is: Predict the reactants needed to synthesize the given product.. This data is from Full USPTO retrosynthesis dataset with 1.9M reactions from patents (1976-2016). (1) Given the product [CH2:23]([N:9]([C:6]1[CH:7]=[CH:8][C:3]([O:2][CH3:1])=[CH:4][CH:5]=1)[S:10]([C:13]1[CH:14]=[CH:15][C:16]([C:17]([OH:19])=[O:18])=[CH:21][CH:22]=1)(=[O:12])=[O:11])[C:24]1[CH:29]=[CH:28][CH:27]=[CH:26][CH:25]=1, predict the reactants needed to synthesize it. The reactants are: [CH3:1][O:2][C:3]1[CH:8]=[CH:7][C:6]([NH:9][S:10]([C:13]2[CH:22]=[CH:21][C:16]([C:17]([O:19]C)=[O:18])=[CH:15][CH:14]=2)(=[O:12])=[O:11])=[CH:5][CH:4]=1.[CH2:23](Br)[C:24]1[CH:29]=[CH:28][CH:27]=[CH:26][CH:25]=1. (2) Given the product [C:36]([NH:1][C:2]1[C:6]2[CH:7]=[C:8]3[CH2:15][CH2:14][CH2:13][CH2:12][CH2:11][C:9]3=[N:10][C:5]=2[S:4][C:3]=1[C:16]([NH:18][C:19]1[S:20][C:21]([C:24]2[CH:25]=[CH:26][CH:27]=[CH:28][CH:29]=2)=[N:22][N:23]=1)=[O:17])(=[O:38])[CH3:37], predict the reactants needed to synthesize it. The reactants are: [NH2:1][C:2]1[C:6]2[CH:7]=[C:8]3[CH2:15][CH2:14][CH2:13][CH2:12][CH2:11][C:9]3=[N:10][C:5]=2[S:4][C:3]=1[C:16]([NH:18][C:19]1[S:20][C:21]([C:24]2[CH:29]=[CH:28][CH:27]=[CH:26][CH:25]=2)=[N:22][N:23]=1)=[O:17].N1C=CC=CC=1.[C:36](OC(=O)C)(=[O:38])[CH3:37].C(Cl)Cl. (3) Given the product [C:27]([O:31][C:32]([N:34]1[CH:39]([C:40]2[NH:44][C:43]3[CH:45]=[C:46]([C:49]4[CH:54]=[CH:53][C:52]([C:23]5[CH:22]=[CH:21][C:20]([C:17]6[NH:16][C:15]([CH:14]7[CH2:13][C:10]8([CH2:11][CH2:12]8)[CH2:9][N:8]7[C:6]([O:5][C:1]([CH3:3])([CH3:2])[CH3:4])=[O:7])=[N:19][CH:18]=6)=[CH:25][CH:24]=5)=[CH:51][CH:50]=4)[CH:47]=[CH:48][C:42]=3[N:41]=2)[CH:38]2[CH2:64][CH:35]1[CH2:36][CH2:37]2)=[O:33])([CH3:30])([CH3:28])[CH3:29], predict the reactants needed to synthesize it. The reactants are: [C:1]([O:5][C:6]([N:8]1[CH:14]([C:15]2[NH:16][C:17]([C:20]3[CH:25]=[CH:24][C:23](Br)=[CH:22][CH:21]=3)=[CH:18][N:19]=2)[CH2:13][C:10]2([CH2:12][CH2:11]2)[CH2:9]1)=[O:7])([CH3:4])([CH3:3])[CH3:2].[C:27]([O:31][C:32]([N:34]1[CH:39]([C:40]2[NH:44][C:43]3[CH:45]=[C:46]([C:49]4[CH:54]=[CH:53][C:52](B5OC(C)(C)C(C)(C)O5)=[CH:51][CH:50]=4)[CH:47]=[CH:48][C:42]=3[N:41]=2)[CH:38]2[CH2:64][CH:35]1[CH2:36][CH2:37]2)=[O:33])([CH3:30])([CH3:29])[CH3:28].C(=O)([O-])[O-].[K+].[K+]. (4) Given the product [CH3:6][C:5]([CH:4]1[CH2:2][CH2:3]1)=[O:7].[CH3:6][C:5]1[CH2:4][CH2:3][CH2:2][N:8]=1, predict the reactants needed to synthesize it. The reactants are: Cl[CH2:2][CH2:3][CH2:4][C:5](=[O:7])[CH3:6].[NH3:8]. (5) Given the product [CH3:1][C:2]1[CH:7]=[C:6]([CH3:8])[CH:5]=[C:4]([CH3:9])[C:3]=1[S:10]([N:13]1[CH:17]=[CH:16][CH:15]=[C:14]1[CH2:18][OH:19])(=[O:12])=[O:11], predict the reactants needed to synthesize it. The reactants are: [CH3:1][C:2]1[CH:7]=[C:6]([CH3:8])[CH:5]=[C:4]([CH3:9])[C:3]=1[S:10]([N:13]1[CH:17]=[CH:16][CH:15]=[C:14]1[CH:18]=[O:19])(=[O:12])=[O:11].[Li+].[BH4-].CO. (6) Given the product [Br:20][C:2]1[CH:3]=[CH:4][C:5]([O:12][CH3:13])=[C:6]([CH2:8][C:9]([NH2:11])=[O:10])[CH:7]=1, predict the reactants needed to synthesize it. The reactants are: Cl[C:2]1[CH:3]=[CH:4][C:5]([O:12][CH2:13]C2C=CC=CC=2)=[C:6]([CH2:8][C:9]([NH2:11])=[O:10])[CH:7]=1.[Br:20]C1C=CC(OC)=C(CC(O)=O)C=1. (7) The reactants are: [CH:1]1([NH:4][CH:5]2[CH2:10][CH2:9][N:8]([C:11]3[N:16]=[CH:15][C:14]([CH3:17])=[CH:13][N:12]=3)[CH2:7][CH2:6]2)[CH2:3][CH2:2]1.[O:18]1[C:22]([C:23]2[CH:31]=[CH:30][C:26]([C:27](O)=[O:28])=[CH:25][N:24]=2)=[CH:21][N:20]=[CH:19]1. Given the product [CH:1]1([N:4]([CH:5]2[CH2:10][CH2:9][N:8]([C:11]3[N:12]=[CH:13][C:14]([CH3:17])=[CH:15][N:16]=3)[CH2:7][CH2:6]2)[C:27](=[O:28])[C:26]2[CH:30]=[CH:31][C:23]([C:22]3[O:18][CH:19]=[N:20][CH:21]=3)=[N:24][CH:25]=2)[CH2:2][CH2:3]1, predict the reactants needed to synthesize it. (8) Given the product [CH:1]1([O:6][C:7]2[CH:12]=[CH:11][C:10]([CH2:13][O:14][C:17]3[CH:28]=[C:21]4[N:22]([CH3:27])[C@H:23]([CH3:26])[CH2:24][CH2:25][N:20]4[C:19](=[O:29])[N:18]=3)=[CH:9][C:8]=2[F:15])[CH2:2][CH2:3][CH2:4][CH2:5]1, predict the reactants needed to synthesize it. The reactants are: [CH:1]1([O:6][C:7]2[CH:12]=[CH:11][C:10]([CH2:13][OH:14])=[CH:9][C:8]=2[F:15])[CH2:5][CH2:4][CH2:3][CH2:2]1.Cl[C:17]1[CH:28]=[C:21]2[N:22]([CH3:27])[C@H:23]([CH3:26])[CH2:24][CH2:25][N:20]2[C:19](=[O:29])[N:18]=1. (9) Given the product [C:3]([O:7][C:8]([N:10]1[CH2:15][CH2:14][N:13]([C:16]2[CH:17]=[CH:18][C:19]([O:22][CH2:23][CH2:24][CH2:25][O:26][CH2:43][C:42]3[CH:45]=[CH:46][C:39]([Cl:38])=[CH:40][CH:41]=3)=[CH:20][CH:21]=2)[C@@H:12]([CH2:27][O:28][CH2:29][C:30]2[CH:31]=[CH:32][C:33]([O:36][CH3:37])=[CH:34][CH:35]=2)[CH2:11]1)=[O:9])([CH3:5])([CH3:6])[CH3:4], predict the reactants needed to synthesize it. The reactants are: [H-].[Na+].[C:3]([O:7][C:8]([N:10]1[CH2:15][CH2:14][N:13]([C:16]2[CH:21]=[CH:20][C:19]([O:22][CH2:23][CH2:24][CH2:25][OH:26])=[CH:18][CH:17]=2)[C@@H:12]([CH2:27][O:28][CH2:29][C:30]2[CH:35]=[CH:34][C:33]([O:36][CH3:37])=[CH:32][CH:31]=2)[CH2:11]1)=[O:9])([CH3:6])([CH3:5])[CH3:4].[Cl:38][C:39]1[CH:46]=[CH:45][C:42]([CH2:43]Cl)=[CH:41][CH:40]=1.